From a dataset of Full USPTO retrosynthesis dataset with 1.9M reactions from patents (1976-2016). Predict the reactants needed to synthesize the given product. (1) Given the product [CH:20]([NH:1][C:2]1[S:3][C:4]([C:12]2[CH:17]=[CH:16][CH:15]=[CH:14][CH:13]=2)=[CH:5][C:6]=1[C:7]([O:9][CH2:10][CH3:11])=[O:8])([CH3:22])[CH3:21], predict the reactants needed to synthesize it. The reactants are: [NH2:1][C:2]1[S:3][C:4]([C:12]2[CH:17]=[CH:16][CH:15]=[CH:14][CH:13]=2)=[CH:5][C:6]=1[C:7]([O:9][CH2:10][CH3:11])=[O:8].CO[C:20]([CH3:22])=[CH2:21].C(O)(=O)C.C(O[BH-](OC(=O)C)OC(=O)C)(=O)C.[Na+].C(=O)(O)[O-].[Na+]. (2) Given the product [CH3:25][N:27]([CH3:28])[CH2:31][CH2:30][NH:18][C:16]([C:15]1[CH:14]=[C:13]2[C:9]([CH:10]=[N:11][N:12]2[CH2:19][CH:20]([CH3:22])[CH3:21])=[CH:8][C:7]=1[O:6][C:5]1[CH:23]=[CH:24][C:2]([F:1])=[CH:3][CH:4]=1)=[O:17], predict the reactants needed to synthesize it. The reactants are: [F:1][C:2]1[CH:24]=[CH:23][C:5]([O:6][C:7]2[CH:8]=[C:9]3[C:13](=[CH:14][C:15]=2[C:16]([NH2:18])=[O:17])[N:12]([CH2:19][CH:20]([CH3:22])[CH3:21])[N:11]=[CH:10]3)=[CH:4][CH:3]=1.[C:25](N1C=CN=C1)([N:27]1[CH:31]=[CH:30]N=[CH:28]1)=O. (3) Given the product [NH2:1][C:2]1[C:7]([C:8]#[N:9])=[C:6]([N:10]2[CH2:11][CH2:12][CH:13]([C:16]3[N:17]([CH2:32][CH2:33][NH:34][CH2:35][CH:36]4[CH2:37][CH2:38]4)[CH:18]=[C:19]([C:21]4[CH:26]=[CH:25][C:24]([F:27])=[C:23]([CH3:28])[CH:22]=4)[N:20]=3)[CH2:14][CH2:15]2)[N:5]=[CH:4][N:3]=1, predict the reactants needed to synthesize it. The reactants are: [NH2:1][C:2]1[C:7]([C:8]#[N:9])=[C:6]([N:10]2[CH2:15][CH2:14][CH:13]([C:16]3[N:17]([CH2:32][CH2:33][NH:34][CH2:35][CH:36]4[CH2:38][CH2:37]4)[CH:18]=[C:19]([C:21]4[CH:26]=[CH:25][C:24]([F:27])=[C:23]([C:28](F)(F)F)[CH:22]=4)[N:20]=3)[CH2:12][CH2:11]2)[N:5]=[CH:4][N:3]=1.NC1N=CN=C(N2CCC(C3N(CCOS(C)(=O)=O)C=C(C4C=CC(F)=C(C)C=4)N=3)CC2)C=1C#N.